This data is from Full USPTO retrosynthesis dataset with 1.9M reactions from patents (1976-2016). The task is: Predict the reactants needed to synthesize the given product. Given the product [NH2:1][CH:4]([C:24]1[CH:29]=[CH:28][C:27]([Cl:30])=[CH:26][CH:25]=1)[C:5]1[N:9]([CH:10]([CH3:11])[CH3:12])[C:8]([C:13]2[CH2:14][CH2:15][O:16][CH2:17][CH:18]=2)=[N:7][C:6]=1[C:19]([O:21][CH2:22][CH3:23])=[O:20], predict the reactants needed to synthesize it. The reactants are: [N:1]([CH:4]([C:24]1[CH:29]=[CH:28][C:27]([Cl:30])=[CH:26][CH:25]=1)[C:5]1[N:9]([CH:10]([CH3:12])[CH3:11])[C:8]([C:13]2[CH2:14][CH2:15][O:16][CH2:17][CH:18]=2)=[N:7][C:6]=1[C:19]([O:21][CH2:22][CH3:23])=[O:20])=[N+]=[N-].